The task is: Predict the reaction yield, written as a fraction of the theoretical maximum amount of product (1.0 means a 100% yield; for example, 0.34 means a 34% yield).. This data is from Reaction yield outcomes from USPTO patents with 853,638 reactions. (1) The reactants are [NH2:1][C:2]1[CH:7]=[CH:6][C:5]([C:8]2[CH:9]=[CH:10][C:11]3[O:17][CH2:16][CH2:15][N:14]([C:18]([O:20][C:21]([CH3:24])([CH3:23])[CH3:22])=[O:19])[CH2:13][C:12]=3[CH:25]=2)=[CH:4][C:3]=1[N+:26]([O-])=O.[H][H]. The catalyst is C(OCC)(=O)C.[Pd]. The product is [NH2:26][C:3]1[CH:4]=[C:5]([C:8]2[CH:9]=[CH:10][C:11]3[O:17][CH2:16][CH2:15][N:14]([C:18]([O:20][C:21]([CH3:23])([CH3:22])[CH3:24])=[O:19])[CH2:13][C:12]=3[CH:25]=2)[CH:6]=[CH:7][C:2]=1[NH2:1]. The yield is 0.680. (2) The reactants are [C:1]([CH2:3][S:4][C@H:5]1[CH2:9][O:8][CH2:7][C@@H:6]1[C@:10]([NH:19]C(=O)C(F)(F)F)([C:12]1[CH:17]=[CH:16][CH:15]=[CH:14][C:13]=1[F:18])[CH3:11])#[N:2].[BH4-].[Na+]. The catalyst is C(O)C. The product is [NH2:19][C@@:10]([C@H:6]1[CH2:7][O:8][CH2:9][C@@H:5]1[S:4][CH2:3][C:1]#[N:2])([C:12]1[CH:17]=[CH:16][CH:15]=[CH:14][C:13]=1[F:18])[CH3:11]. The yield is 0.570.